This data is from HIV replication inhibition screening data with 41,000+ compounds from the AIDS Antiviral Screen. The task is: Binary Classification. Given a drug SMILES string, predict its activity (active/inactive) in a high-throughput screening assay against a specified biological target. The drug is CCCCCSCCCCCCCC(=O)OCC1OC(n2cc(C)c(=O)[nH]c2=O)CC1N=[N+]=[N-]. The result is 1 (active).